Dataset: Forward reaction prediction with 1.9M reactions from USPTO patents (1976-2016). Task: Predict the product of the given reaction. (1) Given the reactants I[C:2]1[CH:7]=[CH:6][C:5]([N+:8]([O-:10])=[O:9])=[CH:4][CH:3]=1.[OH:11][CH2:12][CH2:13][N:14]1[CH2:19][CH2:18][CH2:17][NH:16][C:15]1=[O:20], predict the reaction product. The product is: [OH:11][CH2:12][CH2:13][N:14]1[CH2:19][CH2:18][CH2:17][N:16]([C:2]2[CH:7]=[CH:6][C:5]([N+:8]([O-:10])=[O:9])=[CH:4][CH:3]=2)[C:15]1=[O:20]. (2) The product is: [C:2]([C:4]1[O:8][C:7]([S:9]([N:12]2[C:16]([C:17]3[C:18]([F:23])=[N:19][CH:20]=[CH:21][CH:22]=3)=[C:15]([F:24])[C:14]([CH2:25][N:26]([CH3:34])[C:27](=[O:33])[O:28][C:29]([CH3:30])([CH3:31])[CH3:32])=[CH:13]2)(=[O:11])=[O:10])=[CH:6][CH:5]=1)#[N:1]. Given the reactants [NH2:1][C:2]([C:4]1[O:8][C:7]([S:9]([N:12]2[C:16]([C:17]3[C:18]([F:23])=[N:19][CH:20]=[CH:21][CH:22]=3)=[C:15]([F:24])[C:14]([CH2:25][N:26]([CH3:34])[C:27](=[O:33])[O:28][C:29]([CH3:32])([CH3:31])[CH3:30])=[CH:13]2)(=[O:11])=[O:10])=[CH:6][CH:5]=1)=O.N1C=CC=CC=1.FC(F)(F)C(OC(=O)C(F)(F)F)=O, predict the reaction product. (3) Given the reactants Cl.[F:2][C:3]1[CH:8]=[CH:7][C:6]([NH:9][C:10]2[CH:15]=[CH:14][N:13]=[C:12]([NH:16][C:17]3[CH:22]=[CH:21][C:20]([S:23](Cl)(=[O:25])=[O:24])=[CH:19][CH:18]=3)[N:11]=2)=[CH:5][CH:4]=1.[CH:27]1([NH:30][CH:31]2[CH2:36][CH2:35][N:34]([CH3:37])[CH2:33][CH2:32]2)[CH2:29][CH2:28]1, predict the reaction product. The product is: [CH:27]1([N:30]([CH:31]2[CH2:32][CH2:33][N:34]([CH3:37])[CH2:35][CH2:36]2)[S:23]([C:20]2[CH:21]=[CH:22][C:17]([NH:16][C:12]3[N:11]=[C:10]([NH:9][C:6]4[CH:7]=[CH:8][C:3]([F:2])=[CH:4][CH:5]=4)[CH:15]=[CH:14][N:13]=3)=[CH:18][CH:19]=2)(=[O:25])=[O:24])[CH2:29][CH2:28]1. (4) Given the reactants Br[C:2]1[CH:7]=[CH:6][CH:5]=[C:4]([N+:8]([O-:10])=[O:9])[C:3]=1[CH3:11].[C:12]1([CH3:24])[CH:17]=[C:16]([CH3:18])[CH:15]=[C:14]([CH3:19])[C:13]=1OB(O)O.O.O.O.O.O.O.O.O.[OH-].[Ba+2].[OH-], predict the reaction product. The product is: [C:12]1([CH3:24])[CH:17]=[C:16]([CH3:18])[CH:15]=[C:14]([CH3:19])[C:13]=1[C:2]1[CH:7]=[CH:6][CH:5]=[C:4]([N+:8]([O-:10])=[O:9])[C:3]=1[CH3:11]. (5) Given the reactants [F:1][C:2]1[CH:7]=[CH:6][C:5]([S:8](Cl)(=[O:10])=[O:9])=[CH:4][CH:3]=1.Cl.[F:13][C:14]1([F:18])[CH2:17][NH:16][CH2:15]1.CCN(CC)CC, predict the reaction product. The product is: [F:13][C:14]1([F:18])[CH2:17][N:16]([S:8]([C:5]2[CH:6]=[CH:7][C:2]([F:1])=[CH:3][CH:4]=2)(=[O:10])=[O:9])[CH2:15]1. (6) Given the reactants [Cl:1][C:2]1[CH:3]=[C:4]([C:9](=[O:13])[CH2:10][C:11]#[N:12])[CH:5]=[CH:6][C:7]=1[Cl:8].[C:14](=S)=[S:15].[H-].[Na+].CI.[CH3:21][S:22]([CH3:24])=O, predict the reaction product. The product is: [Cl:1][C:2]1[CH:3]=[C:4]([CH:5]=[CH:6][C:7]=1[Cl:8])[C:9]([C:10](=[C:21]([S:15][CH3:14])[S:22][CH3:24])[C:11]#[N:12])=[O:13]. (7) Given the reactants [OH:1][C:2]1[CH:3]=[C:4]2[C:9](=[CH:10][CH:11]=1)[C:8](=[O:12])[NH:7][CH:6]=[CH:5]2.C(=O)([O-])[O-].[K+].[K+].[C:19]([O:23][C:24]([N:26]1[CH2:31][CH2:30][CH2:29][C@@H:28](OS(C)(=O)=O)[CH2:27]1)=[O:25])([CH3:22])([CH3:21])[CH3:20], predict the reaction product. The product is: [C:19]([O:23][C:24]([N:26]1[CH2:31][CH2:30][CH2:29][C@H:28]([O:1][C:2]2[CH:3]=[C:4]3[C:9](=[CH:10][CH:11]=2)[C:8](=[O:12])[NH:7][CH:6]=[CH:5]3)[CH2:27]1)=[O:25])([CH3:22])([CH3:20])[CH3:21]. (8) Given the reactants [Br:1][C:2]1[CH:3]=[CH:4][C:5]([O:26][CH2:27][C:28]2[CH:33]=[CH:32][C:31]([F:34])=[CH:30][C:29]=2[F:35])=[C:6]([C:8]2[N:9]([C:14]3[CH:15]=[C:16]([CH:20]=[C:21]([N:23](C)[CH3:24])[CH:22]=3)[C:17]([OH:19])=[O:18])[C:10]([CH3:13])=[CH:11][CH:12]=2)[CH:7]=1.[CH2:36](I)C, predict the reaction product. The product is: [Br:1][C:2]1[CH:3]=[CH:4][C:5]([O:26][CH2:27][C:28]2[CH:33]=[CH:32][C:31]([F:34])=[CH:30][C:29]=2[F:35])=[C:6]([C:8]2[N:9]([C:14]3[CH:15]=[C:16]([CH:20]=[C:21]([NH:23][CH2:24][CH3:36])[CH:22]=3)[C:17]([OH:19])=[O:18])[C:10]([CH3:13])=[CH:11][CH:12]=2)[CH:7]=1. (9) Given the reactants C(N(CC)CC)C.Br[C:9]1[N:14]=[C:13]([O:15][CH3:16])[C:12]([N:17]2[CH:21]=[C:20]([CH3:22])[N:19]=[CH:18]2)=[CH:11][CH:10]=1.[C:23]([NH2:27])(=[O:26])[CH:24]=[CH2:25], predict the reaction product. The product is: [CH3:16][O:15][C:13]1[N:14]=[C:9](/[CH:25]=[CH:24]/[C:23]([NH2:27])=[O:26])[CH:10]=[CH:11][C:12]=1[N:17]1[CH:21]=[C:20]([CH3:22])[N:19]=[CH:18]1.